This data is from Forward reaction prediction with 1.9M reactions from USPTO patents (1976-2016). The task is: Predict the product of the given reaction. (1) Given the reactants Br.[C:2]([S:5][CH2:6][C:7]1[CH:12]=[CH:11][C:10]([N+:13]([O-:15])=[O:14])=[CH:9][CH:8]=1)(=[NH:4])[NH2:3].[C:16]([O-])(=O)[CH3:17].[NH4+].C([N:23]=[C:24]=[O:25])C.O, predict the reaction product. The product is: [CH2:16]([N:13]([CH2:10][CH3:11])[C:24]([NH2:23])=[O:25])[CH3:17].[N+:13]([C:10]1[CH:11]=[CH:12][C:7]([CH2:6][S:5][C:2](=[NH:3])[NH2:4])=[CH:8][CH:9]=1)([O-:15])=[O:14]. (2) The product is: [CH3:1][O:2][C:3]1[CH:4]=[C:5]2[C:10](=[CH:11][C:12]=1[O:13][CH3:14])[C:9]([CH3:15])=[N:8][C:7]([OH:16])=[C:6]2[CH2:21][C:22]1[C:23]([NH:34][CH3:35])=[N:24][C:25]2[C:30]([CH:31]=1)=[CH:29][C:28]([O:32][CH3:33])=[CH:27][CH:26]=2. Given the reactants [CH3:1][O:2][C:3]1[CH:4]=[C:5]2[C:10](=[CH:11][C:12]=1[O:13][CH3:14])[C:9]([CH3:15])=[N:8][C:7]([OH:16])=[CH:6]2.[OH-].[K+].Cl.Cl[CH2:21][C:22]1[C:23]([NH:34][CH3:35])=[N:24][C:25]2[C:30]([CH:31]=1)=[CH:29][C:28]([O:32][CH3:33])=[CH:27][CH:26]=2, predict the reaction product. (3) Given the reactants [CH:1]1([NH:7][NH:8]C(OC(C)(C)C)=O)[CH2:6][CH2:5][CH2:4][CH2:3][CH2:2]1.[Cl:16][C:17]1[C:22]([C:23]([N:25]=[C:26]=[O:27])=O)=[C:21]([F:28])[C:20]([CH2:29][NH:30][C:31](=[O:36])[C:32]([CH3:35])([CH3:34])[CH3:33])=[CH:19][CH:18]=1, predict the reaction product. The product is: [Cl:16][C:17]1[CH:18]=[CH:19][C:20]([CH2:29][NH:30][C:31](=[O:36])[C:32]([CH3:35])([CH3:34])[CH3:33])=[C:21]([F:28])[C:22]=1[C:23]1[NH:25][C:26](=[O:27])[N:7]([CH:1]2[CH2:6][CH2:5][CH2:4][CH2:3][CH2:2]2)[N:8]=1. (4) Given the reactants [OH2:1].Cl.[C:3](NO)([C:16]1[CH:21]=[CH:20][CH:19]=[CH:18][CH:17]=1)([C:10]1[CH:15]=[CH:14][CH:13]=[CH:12][CH:11]=1)[C:4]1[CH:9]=[CH:8][CH:7]=[CH:6][CH:5]=1.[OH-].[Na+], predict the reaction product. The product is: [C:3]([O:1][C:3]([C:4]1[CH:9]=[CH:8][CH:7]=[CH:6][CH:5]=1)([C:16]1[CH:17]=[CH:18][CH:19]=[CH:20][CH:21]=1)[C:10]1[CH:11]=[CH:12][CH:13]=[CH:14][CH:15]=1)([C:16]1[CH:21]=[CH:20][CH:19]=[CH:18][CH:17]=1)([C:10]1[CH:15]=[CH:14][CH:13]=[CH:12][CH:11]=1)[C:4]1[CH:9]=[CH:8][CH:7]=[CH:6][CH:5]=1. (5) Given the reactants [CH3:1][S:2][CH2:3][CH2:4][C:5]1[C:14]2[C:9](=[CH:10][CH:11]=[CH:12][CH:13]=2)[CH:8]=[C:7]([C:15]([OH:17])=O)[N:6]=1.[NH:18]1[CH:22]=[CH:21][N:20]=[C:19]1[NH:23][C:24]([C:26]1[C:34]2[NH:33][C:32]([NH2:35])=[N:31][C:30]=2[CH:29]=[CH:28][CH:27]=1)=[O:25].CN(C(ON1N=NC2C=CC=CC1=2)=[N+](C)C)C.F[P-](F)(F)(F)(F)F.CCN(C(C)C)C(C)C, predict the reaction product. The product is: [NH:20]1[CH:21]=[CH:22][N:18]=[C:19]1[NH:23][C:24]([C:26]1[C:34]2[N:33]=[C:32]([NH:35][C:15]([C:7]3[N:6]=[C:5]([CH2:4][CH2:3][S:2][CH3:1])[C:14]4[C:9]([CH:8]=3)=[CH:10][CH:11]=[CH:12][CH:13]=4)=[O:17])[NH:31][C:30]=2[CH:29]=[CH:28][CH:27]=1)=[O:25]. (6) Given the reactants [CH3:1][O:2][C:3]([C@@H:5]1[CH2:9][C@@H:8]([S:10]([CH3:13])(=[O:12])=[O:11])[CH2:7][N:6]1[C:14](=O)[CH2:15][C:16](=[O:18])[CH3:17])=[O:4].COC1C=CC(P2(SP(C3C=CC(OC)=CC=3)(=S)S2)=[S:29])=CC=1, predict the reaction product. The product is: [CH3:1][O:2][C:3]([C@@H:5]1[CH2:9][C@@H:8]([S:10]([CH3:13])(=[O:12])=[O:11])[CH2:7][N:6]1[C:14](=[S:29])[CH2:15][C:16](=[O:18])[CH3:17])=[O:4]. (7) The product is: [Cl:6][C:7]1[CH:8]=[CH:9][C:10]([CH:30]2[NH:33][C:32](=[O:34])[CH2:31]2)=[C:11]([CH2:12][O:13][Si:14]([CH:21]([CH3:23])[CH3:22])([CH:18]([CH3:20])[CH3:19])[CH:15]([CH3:17])[CH3:16])[CH:24]=1. Given the reactants C([Li])CCC.[Cl:6][C:7]1[CH:8]=[CH:9][C:10](I)=[C:11]([CH:24]=1)[CH2:12][O:13][Si:14]([CH:21]([CH3:23])[CH3:22])([CH:18]([CH3:20])[CH3:19])[CH:15]([CH3:17])[CH3:16].C(O[CH:30]1[NH:33][C:32](=[O:34])[CH2:31]1)(=O)C.[Cl-].[NH4+].[OH-].[NH4+], predict the reaction product. (8) Given the reactants [CH2:1]([O:8][C:9]1[CH:14]=[C:13]([Br:15])[CH:12]=[C:11]([N+:16]([O-])=O)[C:10]=1[NH:19][C:20](=[O:27])[CH:21](C(=O)CC)[CH3:22])[C:2]1[CH:7]=[CH:6][CH:5]=[CH:4][CH:3]=1.C.O.NN, predict the reaction product. The product is: [NH2:16][C:11]1[CH:12]=[C:13]([Br:15])[CH:14]=[C:9]([O:8][CH2:1][C:2]2[CH:7]=[CH:6][CH:5]=[CH:4][CH:3]=2)[C:10]=1[NH:19][C:20](=[O:27])[CH2:21][CH3:22]. (9) Given the reactants [N+:1]([C:4]1[C:9]([C:10]([F:13])([F:12])[F:11])=[CH:8][CH:7]=[CH:6][C:5]=1[NH:14][C:15](=[O:17])[CH3:16])([O-:3])=[O:2].[C:18]([O-])([O-])=O.[K+].[K+].CI, predict the reaction product. The product is: [CH3:18][N:14]([C:5]1[CH:6]=[CH:7][CH:8]=[C:9]([C:10]([F:11])([F:12])[F:13])[C:4]=1[N+:1]([O-:3])=[O:2])[C:15](=[O:17])[CH3:16].